This data is from Forward reaction prediction with 1.9M reactions from USPTO patents (1976-2016). The task is: Predict the product of the given reaction. (1) Given the reactants Cl[C:2]1[N:7]=[C:6]([C:8]2[CH:13]=[CH:12][CH:11]=[CH:10][CH:9]=2)[N:5]=[C:4]([NH:14][C:15]2[CH:20]=[CH:19][C:18]([S:21]([CH3:24])(=[O:23])=[O:22])=[CH:17][CH:16]=2)[CH:3]=1.[NH:25]1[CH2:30][CH2:29][O:28][CH2:27][CH2:26]1, predict the reaction product. The product is: [CH3:24][S:21]([C:18]1[CH:19]=[CH:20][C:15]([NH:14][C:4]2[CH:3]=[C:2]([N:25]3[CH2:30][CH2:29][O:28][CH2:27][CH2:26]3)[N:7]=[C:6]([C:8]3[CH:13]=[CH:12][CH:11]=[CH:10][CH:9]=3)[N:5]=2)=[CH:16][CH:17]=1)(=[O:23])=[O:22]. (2) The product is: [CH:26]1([CH:33]([OH:34])[CH:6]2[C:5](=[O:8])[C:4]([C:9]3[C:14]([CH3:15])=[CH:13][C:12]([CH3:16])=[CH:11][C:10]=3[CH3:17])=[C:3]([O:2][CH3:1])[CH2:7]2)[CH2:32][CH2:31][CH2:30][CH2:29][CH2:28][CH2:27]1. Given the reactants [CH3:1][O:2][C:3]1[CH2:7][CH2:6][C:5](=[O:8])[C:4]=1[C:9]1[C:14]([CH3:15])=[CH:13][C:12]([CH3:16])=[CH:11][C:10]=1[CH3:17].C([N-]C(C)C)(C)C.[Li+].[CH:26]1([CH:33]=[O:34])[CH2:32][CH2:31][CH2:30][CH2:29][CH2:28][CH2:27]1, predict the reaction product. (3) Given the reactants [NH2:1][OH:2].O.[CH3:4][CH:5]([NH:7][C:8]([C:10]1[S:14][CH:13]=[C:12]([S:15](Cl)(=[O:17])=[O:16])[CH:11]=1)=[O:9])[CH3:6].CCOC(C)=O, predict the reaction product. The product is: [OH:2][NH:1][S:15]([C:12]1[CH:11]=[C:10]([C:8]([NH:7][CH:5]([CH3:6])[CH3:4])=[O:9])[S:14][CH:13]=1)(=[O:17])=[O:16]. (4) Given the reactants [Br:1][C:2]1[CH:3]=[C:4]2[C:14](=[CH:15][CH:16]=1)[O:13][C:7]1([CH2:12][CH2:11][NH:10][CH2:9][CH2:8]1)[CH2:6][C:5]2=[O:17].[CH:18](O)=[O:19], predict the reaction product. The product is: [Br:1][C:2]1[CH:3]=[C:4]2[C:14](=[CH:15][CH:16]=1)[O:13][C:7]1([CH2:12][CH2:11][N:10]([CH:18]=[O:19])[CH2:9][CH2:8]1)[CH2:6][C:5]2=[O:17].